Dataset: Forward reaction prediction with 1.9M reactions from USPTO patents (1976-2016). Task: Predict the product of the given reaction. (1) The product is: [Cl:30][C:21]1[C:22]([O:28][CH3:29])=[CH:23][C:24]([O:26][CH3:27])=[CH:25][C:20]=1[C:10]1[C:9](=[O:31])[N:8]([CH2:7][CH2:6][C:5]2[CH:32]=[CH:33][C:2]([NH:1][S:37]([CH:36]=[C:35]([CH3:41])[CH3:34])(=[O:39])=[O:38])=[CH:3][CH:4]=2)[C:13]2[N:14]=[C:15]([NH:18][CH3:19])[N:16]=[CH:17][C:12]=2[CH:11]=1. Given the reactants [NH2:1][C:2]1[CH:33]=[CH:32][C:5]([CH2:6][CH2:7][N:8]2[C:13]3[N:14]=[C:15]([NH:18][CH3:19])[N:16]=[CH:17][C:12]=3[CH:11]=[C:10]([C:20]3[CH:25]=[C:24]([O:26][CH3:27])[CH:23]=[C:22]([O:28][CH3:29])[C:21]=3[Cl:30])[C:9]2=[O:31])=[CH:4][CH:3]=1.[CH3:34][C:35]([CH3:41])=[CH:36][S:37](Cl)(=[O:39])=[O:38].C(OCC)(=O)C, predict the reaction product. (2) Given the reactants [Cl:1][C:2]1[C:3]([C:14]2[CH2:19][CH2:18][CH:17]([C:20]([O:22][CH2:23][CH3:24])=[O:21])[CH2:16][CH:15]=2)=[N:4][C:5]2[C:10]([CH:11]=1)=[CH:9][C:8]([O:12][CH3:13])=[CH:7][CH:6]=2, predict the reaction product. The product is: [Cl:1][C:2]1[C:3]([CH:14]2[CH2:15][CH2:16][CH:17]([C:20]([O:22][CH2:23][CH3:24])=[O:21])[CH2:18][CH2:19]2)=[N:4][C:5]2[C:10]([CH:11]=1)=[CH:9][C:8]([O:12][CH3:13])=[CH:7][CH:6]=2. (3) Given the reactants Br[CH2:2][C:3]([C:5]1[CH:10]=[CH:9][CH:8]=[CH:7][CH:6]=1)=O.[CH2:11]([NH:14][CH2:15][CH:16]=[CH2:17])[CH:12]=[CH2:13].Cl.[NH2:19][OH:20], predict the reaction product. The product is: [CH2:11]([N:14]1[CH2:15][CH:16]2[C:3]([C:5]3[CH:10]=[CH:9][CH:8]=[CH:7][CH:6]=3)([NH:19][O:20][CH2:17]2)[CH2:2]1)[CH:12]=[CH2:13]. (4) Given the reactants [C:1]1([CH:8]=[CH:7][CH:6]=[C:4]([OH:5])[CH:3]=1)O.[C:9](=[O:12])([O-])[O-].[K+].[K+].O.Br[CH:17]1[CH2:22][CH2:21]C[CH2:19][CH2:18]1, predict the reaction product. The product is: [CH:9]1([O:12][C:3]2[CH:1]=[CH:8][CH:7]=[CH:6][C:4]=2[OH:5])[CH2:21][CH2:22][CH2:17][CH2:18][CH2:19]1. (5) Given the reactants [Br:1][C:2]1[CH:15]=[CH:14][C:13]2[C:12](=O)[C:11]3[C:6](=[CH:7][CH:8]=[CH:9][CH:10]=3)[C:5](=O)[C:4]=2[CH:3]=1.C(O)(C)C.O1CCCC1.[BH4-].[Na+], predict the reaction product. The product is: [Br:1][C:2]1[CH:15]=[CH:14][C:13]2[C:4](=[CH:5][C:6]3[C:11]([CH:12]=2)=[CH:10][CH:9]=[CH:8][CH:7]=3)[CH:3]=1. (6) Given the reactants C(O)(C(F)(F)F)=O.[Br:8][C:9]1[CH:18]=[N:17][C:16]2[N:15]=[C:14]([N:19]3[CH2:22][CH:21]([N:23](C)[C:24](=O)OC(C)(C)C)[CH2:20]3)[N:13]3[N:32]=[C:33]([CH3:35])[CH:34]=[C:12]3[C:11]=2[CH:10]=1, predict the reaction product. The product is: [Br:8][C:9]1[CH:18]=[N:17][C:16]2[N:15]=[C:14]([N:19]3[CH2:20][CH:21]([NH:23][CH3:24])[CH2:22]3)[N:13]3[N:32]=[C:33]([CH3:35])[CH:34]=[C:12]3[C:11]=2[CH:10]=1. (7) Given the reactants [C:1]([C:3]1[CH:8]=[CH:7][C:6]([C:9]2[S:13][C:12]([C:14]([OH:16])=O)=[C:11]([NH:17][C:18]([NH:20][C:21]3[C:26]([Cl:27])=[CH:25][CH:24]=[CH:23][C:22]=3[Cl:28])=[O:19])[CH:10]=2)=[CH:5][CH:4]=1)#[N:2].CN(C(ON1N=NC2C=CC=NC1=2)=[N+](C)C)C.F[P-](F)(F)(F)(F)F.CCN(C(C)C)C(C)C.Cl.[NH2:63][C@@H:64]([CH:69]1[CH2:74][CH2:73][CH2:72][CH2:71][CH2:70]1)[C:65]([O:67][CH3:68])=[O:66], predict the reaction product. The product is: [C:1]([C:3]1[CH:4]=[CH:5][C:6]([C:9]2[S:13][C:12]([C:14]([NH:63][C@@H:64]([CH:69]3[CH2:74][CH2:73][CH2:72][CH2:71][CH2:70]3)[C:65]([O:67][CH3:68])=[O:66])=[O:16])=[C:11]([NH:17][C:18]([NH:20][C:21]3[C:22]([Cl:28])=[CH:23][CH:24]=[CH:25][C:26]=3[Cl:27])=[O:19])[CH:10]=2)=[CH:7][CH:8]=1)#[N:2].